This data is from Forward reaction prediction with 1.9M reactions from USPTO patents (1976-2016). The task is: Predict the product of the given reaction. (1) The product is: [F:1][C:2]1[CH:7]=[CH:6][C:5](/[C:8](/[C:24]2[CH:29]=[CH:28][C:27]([C:47]#[C:46][C:48]3[CH:53]=[CH:52][CH:51]=[CH:50][N:49]=3)=[CH:26][CH:25]=2)=[CH:9]/[CH2:10][O:11][C:12]2[CH:22]=[CH:21][C:15]([O:16][CH2:17][C:18]([O:20][CH3:39])=[O:19])=[C:14]([CH3:23])[CH:13]=2)=[CH:4][CH:3]=1. Given the reactants [F:1][C:2]1[CH:7]=[CH:6][C:5](/[C:8](/[C:24]2[CH:29]=[CH:28][C:27](C#CCN3CCOCC3)=[CH:26][CH:25]=2)=[CH:9]/[CH2:10][O:11][C:12]2[CH:22]=[CH:21][C:15]([O:16][CH2:17][C:18]([OH:20])=[O:19])=[C:14]([CH3:23])[CH:13]=2)=[CH:4][CH:3]=1.[CH2:39](N(CC)CC)C.[C:46]([C:48]1[CH:53]=[CH:52][CH:51]=[CH:50][N:49]=1)#[CH:47], predict the reaction product. (2) Given the reactants [Br:1][C:2]1[CH:29]=[CH:28][C:27]([F:30])=[CH:26][C:3]=1[O:4][CH:5]1[CH2:10][CH2:9][N:8]([C:11]2[S:12][C:13]3[C:18](=[O:19])[NH:17][C:16]([CH2:20][CH2:21][C:22]([OH:24])=O)=[N:15][C:14]=3[N:25]=2)[CH2:7][CH2:6]1.C[N:32](C(ON1N=NC2C=CC=NC1=2)=[N+](C)C)C.F[P-](F)(F)(F)(F)F.[OH-].[NH4+], predict the reaction product. The product is: [Br:1][C:2]1[CH:29]=[CH:28][C:27]([F:30])=[CH:26][C:3]=1[O:4][CH:5]1[CH2:6][CH2:7][N:8]([C:11]2[S:12][C:13]3[C:18](=[O:19])[NH:17][C:16]([CH2:20][CH2:21][C:22]([NH2:32])=[O:24])=[N:15][C:14]=3[N:25]=2)[CH2:9][CH2:10]1. (3) Given the reactants [O:1]=[C:2]1[CH2:11][CH2:10][C:9]2[C:4](=[CH:5][C:6]3[CH2:16][CH2:15][N:14]([C:17]([O:19][CH2:20][CH3:21])=[O:18])[CH2:13][CH2:12][C:7]=3[CH:8]=2)[NH:3]1.[H-].[Na+].CI.[C:26](=O)([O-])O.[Na+], predict the reaction product. The product is: [CH3:26][N:3]1[C:4]2[C:9](=[CH:8][C:7]3[CH2:12][CH2:13][N:14]([C:17]([O:19][CH2:20][CH3:21])=[O:18])[CH2:15][CH2:16][C:6]=3[CH:5]=2)[CH2:10][CH2:11][C:2]1=[O:1]. (4) Given the reactants [H-].[Na+].[CH3:3][O:4][C:5]1[C:6]([N:11]2[CH2:16][CH2:15][N:14]([CH2:17][CH2:18][CH2:19][C:20]3[C:28]4[C:23](=[CH:24][CH:25]=[C:26]([OH:29])[CH:27]=4)[NH:22][CH:21]=3)[CH2:13][CH2:12]2)=[N:7][CH:8]=[N:9][CH:10]=1.Cl[CH2:31][C:32]#[N:33], predict the reaction product. The product is: [CH3:3][O:4][C:5]1[C:6]([N:11]2[CH2:16][CH2:15][N:14]([CH2:17][CH2:18][CH2:19][C:20]3[C:28]4[C:23](=[CH:24][CH:25]=[C:26]([O:29][CH2:31][C:32]#[N:33])[CH:27]=4)[NH:22][CH:21]=3)[CH2:13][CH2:12]2)=[N:7][CH:8]=[N:9][CH:10]=1. (5) Given the reactants Br[C:2]1[CH:3]=[C:4]2[C:9](=[CH:10][CH:11]=1)[N:8]=[C:7]([NH:12][CH:13]1[C:21]3[C:16](=[CH:17][CH:18]=[CH:19][C:20]=3[O:22][CH3:23])[CH2:15][CH2:14]1)[CH:6]=[CH:5]2.[NH2:24][C:25]1[CH:30]=[CH:29][CH:28]=[C:27]([CH3:31])[N:26]=1, predict the reaction product. The product is: [CH3:23][O:22][C:20]1[CH:19]=[CH:18][CH:17]=[C:16]2[C:21]=1[CH:13]([NH:12][C:7]1[CH:6]=[CH:5][C:4]3[C:9](=[CH:10][CH:11]=[C:2]([NH:24][C:25]4[CH:30]=[CH:29][CH:28]=[C:27]([CH3:31])[N:26]=4)[CH:3]=3)[N:8]=1)[CH2:14][CH2:15]2. (6) Given the reactants [CH2:1]([O:8][C:9]1[C:10]([NH:36][C:37]2[CH:42]=[CH:41][CH:40]=[CH:39][C:38]=2[N+:43]([O-:45])=[O:44])=[CH:11][C:12]2[CH2:13][C@H:14]3[N:25]([C:26]([O:28][CH2:29][C:30]4[CH:35]=[CH:34][CH:33]=[CH:32][CH:31]=4)=[O:27])[CH2:24][CH2:23][C@@:20]4([C:21]=2[CH:22]=1)[C@H:15]3[CH2:16][CH2:17][CH2:18][CH2:19]4)[C:2]1[CH:7]=[CH:6][CH:5]=[CH:4][CH:3]=1.[Br-:46].[Br-].[Br-].[NH+]1C=CC=CC=1.[NH+]1C=CC=CC=1.[NH+]1C=CC=CC=1, predict the reaction product. The product is: [CH2:1]([O:8][C:9]1[C:10]([NH:36][C:37]2[CH:42]=[CH:41][CH:40]=[CH:39][C:38]=2[N+:43]([O-:45])=[O:44])=[C:11]([Br:46])[C:12]2[CH2:13][C@H:14]3[N:25]([C:26]([O:28][CH2:29][C:30]4[CH:35]=[CH:34][CH:33]=[CH:32][CH:31]=4)=[O:27])[CH2:24][CH2:23][C@@:20]4([C:21]=2[CH:22]=1)[C@H:15]3[CH2:16][CH2:17][CH2:18][CH2:19]4)[C:2]1[CH:7]=[CH:6][CH:5]=[CH:4][CH:3]=1. (7) Given the reactants [NH2:1][C@H:2]([C:13]([NH:15][CH2:16][C:17]1[CH:22]=[CH:21][CH:20]=[CH:19][CH:18]=1)=[O:14])[CH2:3][C:4]1[C:12]2[C:7](=[CH:8][CH:9]=[CH:10][CH:11]=2)[NH:6][CH:5]=1.[NH:23]([C:51]([O:53][C:54]([CH3:57])([CH3:56])[CH3:55])=[O:52])[C@H:24]([C:40]([NH:42][C@H:43]([C:48](O)=[O:49])[CH2:44][C:45](=[O:47])[NH2:46])=[O:41])[CH2:25][C:26]1[CH:31]=[CH:30][C:29]([O:32][CH2:33][C:34]2[CH:39]=[CH:38][CH:37]=[CH:36][CH:35]=2)=[CH:28][CH:27]=1.C(Cl)CCl.C1C=CC2N(O)N=NC=2C=1, predict the reaction product. The product is: [NH:23]([C:51]([O:53][C:54]([CH3:57])([CH3:56])[CH3:55])=[O:52])[C@H:24]([C:40]([NH:42][C@H:43]([C:48]([NH:1][C@H:2]([C:13]([NH:15][CH2:16][C:17]1[CH:22]=[CH:21][CH:20]=[CH:19][CH:18]=1)=[O:14])[CH2:3][C:4]1[C:12]2[C:7](=[CH:8][CH:9]=[CH:10][CH:11]=2)[NH:6][CH:5]=1)=[O:49])[CH2:44][C:45](=[O:47])[NH2:46])=[O:41])[CH2:25][C:26]1[CH:31]=[CH:30][C:29]([O:32][CH2:33][C:34]2[CH:39]=[CH:38][CH:37]=[CH:36][CH:35]=2)=[CH:28][CH:27]=1.